Dataset: Forward reaction prediction with 1.9M reactions from USPTO patents (1976-2016). Task: Predict the product of the given reaction. (1) The product is: [CH3:1][C@H:2]1[CH2:33][C:32]([CH3:34])=[CH:31][C@@H:30]([CH2:35][CH:36]=[CH2:37])[C:28](=[O:29])[CH2:27][C@H:26]([OH:38])[C@@H:25]([CH3:39])[C@@H:24](/[C:40](/[CH3:51])=[CH:41]/[C@H:42]2[CH2:47][C@@H:46]([O:48][CH3:49])[C@H:45]([OH:50])[CH2:44][CH2:43]2)[O:23][C:21](=[O:22])[C@H:20]2[N:15]([CH2:16][CH2:17][CH2:18][CH2:19]2)[C:13](=[O:14])[C:11](=[O:12])[C@:9]2([OH:52])[O:10][C@@H:5]([C@@H:6]([O:54][CH3:55])[CH2:7][C@H:8]2[CH3:53])[C@@H:4]([O:56][CH3:57])[CH2:3]1.[CH3:1][C@H:2]1[CH2:33][C:32]([CH3:34])=[CH:31][C@@H:30]([CH2:35][CH:36]=[CH2:37])[C:28](=[O:29])[CH2:27][C@H:26]([OH:38])[C@@H:25]([CH3:39])[C@@H:24](/[C:40](/[CH3:51])=[CH:41]/[C@H:42]2[CH2:47][C@@H:46]([O:48][CH3:49])[C@H:45]([OH:50])[CH2:44][CH2:43]2)[O:23][C:21](=[O:22])[C@H:20]2[N:15]([CH2:16][CH2:17][CH2:18][CH2:19]2)[C:13](=[O:14])[C:11](=[O:12])[C@:9]2([OH:52])[O:10][C@@H:5]([C@@H:6]([O:54][CH3:55])[CH2:7][C@H:8]2[CH3:53])[C@@H:4]([O:56][CH3:57])[CH2:3]1. Given the reactants [CH3:1][C@H:2]1[CH2:33][C:32]([CH3:34])=[CH:31][C@@H:30]([CH2:35][CH:36]=[CH2:37])[C:28](=[O:29])[CH2:27][C@H:26]([OH:38])[C@@H:25]([CH3:39])[C@@H:24](/[C:40](/[CH3:51])=[CH:41]/[C@H:42]2[CH2:47][C@@H:46]([O:48][CH3:49])[C@H:45]([OH:50])[CH2:44][CH2:43]2)[O:23][C:21](=[O:22])[C@H:20]2[N:15]([CH2:16][CH2:17][CH2:18][CH2:19]2)[C:13](=[O:14])[C:11](=[O:12])[C@:9]2([OH:52])[O:10][C@@H:5]([C@@H:6]([O:54][CH3:55])[CH2:7][C@H:8]2[CH3:53])[C@@H:4]([O:56][CH3:57])[CH2:3]1, predict the reaction product. (2) Given the reactants [F:1][C:2]1[CH:3]=[C:4]([C:9]2[CH:14]=[C:13]([CH3:15])[N:12]=[C:11]([C:16]([OH:18])=O)N=2)[CH:5]=[C:6]([F:8])[CH:7]=1.[CH3:19][O:20][C:21]([C:23]1[N:24]=[C:25]([NH2:28])[S:26][CH:27]=1)=[O:22].[CH2:29](N(C(C)C)C(C)C)C, predict the reaction product. The product is: [CH3:19][O:20][C:21]([C:23]1[N:24]=[C:25]([NH:28][C:16]([C:11]2[CH:29]=[C:9]([C:4]3[CH:5]=[C:6]([F:8])[CH:7]=[C:2]([F:1])[CH:3]=3)[CH:14]=[C:13]([CH3:15])[N:12]=2)=[O:18])[S:26][CH:27]=1)=[O:22].